From a dataset of Catalyst prediction with 721,799 reactions and 888 catalyst types from USPTO. Predict which catalyst facilitates the given reaction. Reactant: Cl[C:2]1[N:10]=[C:9]2[C:5]([NH:6][CH:7]=[N:8]2)=[CH:4][N:3]=1.[C:11]([CH2:13][C:14]1[CH:19]=[CH:18][C:17](B(O)O)=[CH:16][CH:15]=1)#[N:12].[C:23]([O-:26])([O-])=O.[K+].[K+]. Product: [O:26]1[CH2:23][CH2:15][CH2:14][CH2:13][CH:11]1[N:8]1[CH:7]=[N:6][C:5]2[C:9]1=[N:10][CH:2]=[N:3][C:4]=2[C:17]1[CH:18]=[CH:19][C:14]([CH2:13][C:11]#[N:12])=[CH:15][CH:16]=1. The catalyst class is: 104.